Dataset: Peptide-MHC class I binding affinity with 185,985 pairs from IEDB/IMGT. Task: Regression. Given a peptide amino acid sequence and an MHC pseudo amino acid sequence, predict their binding affinity value. This is MHC class I binding data. (1) The peptide sequence is AVDLSHFLK. The MHC is HLA-B15:03 with pseudo-sequence HLA-B15:03. The binding affinity (normalized) is 0. (2) The peptide sequence is SPIVDRKGKV. The MHC is HLA-B07:02 with pseudo-sequence HLA-B07:02. The binding affinity (normalized) is 0.418. (3) The MHC is HLA-A02:03 with pseudo-sequence HLA-A02:03. The binding affinity (normalized) is 0.703. The peptide sequence is MMIMIKFMGV. (4) The peptide sequence is NIMEFCKAY. The MHC is HLA-A11:01 with pseudo-sequence HLA-A11:01. The binding affinity (normalized) is 0.149. (5) The peptide sequence is QAPGKGLEWV. The MHC is HLA-A02:03 with pseudo-sequence HLA-A02:03. The binding affinity (normalized) is 0.126. (6) The binding affinity (normalized) is 0.276. The MHC is HLA-B35:01 with pseudo-sequence HLA-B35:01. The peptide sequence is DMVTHLLAEM. (7) The peptide sequence is KLYVNGKAY. The MHC is HLA-A31:01 with pseudo-sequence HLA-A31:01. The binding affinity (normalized) is 0.0847. (8) The peptide sequence is RLQLIMPAR. The MHC is Patr-A0101 with pseudo-sequence Patr-A0101. The binding affinity (normalized) is 0.